This data is from Forward reaction prediction with 1.9M reactions from USPTO patents (1976-2016). The task is: Predict the product of the given reaction. The product is: [OH:12][CH2:11][CH2:10][CH:7]1[C:6]2[CH:14]=[C:2]([Br:1])[CH:3]=[CH:4][C:5]=2[O:9][CH2:8]1. Given the reactants [Br:1][C:2]1[CH:3]=[CH:4][C:5]2[O:9][CH2:8][CH:7]([CH2:10][C:11](O)=[O:12])[C:6]=2[CH:14]=1.B, predict the reaction product.